Predict the reactants needed to synthesize the given product. From a dataset of Full USPTO retrosynthesis dataset with 1.9M reactions from patents (1976-2016). (1) The reactants are: [CH3:1][C:2]1[C:6]([C:7]2[CH:8]=[C:9]3[CH:15]=[CH:14][NH:13][C:10]3=[N:11][CH:12]=2)=[C:5]([CH3:16])[O:4][N:3]=1.[H-].[Na+].[F:19][C:20]1[CH:25]=[CH:24][CH:23]=[C:22]([S:26][S:26][C:22]2[CH:23]=[CH:24][CH:25]=[C:20]([F:19])[CH:21]=2)[CH:21]=1.O. Given the product [F:19][C:20]1[CH:21]=[C:22]([S:26][C:15]2[C:9]3[C:10](=[N:11][CH:12]=[C:7]([C:6]4[C:2]([CH3:1])=[N:3][O:4][C:5]=4[CH3:16])[CH:8]=3)[NH:13][CH:14]=2)[CH:23]=[CH:24][CH:25]=1, predict the reactants needed to synthesize it. (2) Given the product [NH2:25][C:26]1[C:27]([C:36]([NH:48][C@H:47]([C:49]([O:51][CH3:52])=[O:50])[C@@H:46]([CH3:53])[O:45][C:40]2([CH3:39])[CH2:44][CH2:43][CH2:42][CH2:41]2)=[O:38])=[CH:28][C:29]2[C:34]([CH:35]=1)=[CH:33][CH:32]=[CH:31][CH:30]=2, predict the reactants needed to synthesize it. The reactants are: CN(C(ON1N=NC2C=CC=NC1=2)=[N+](C)C)C.F[P-](F)(F)(F)(F)F.[NH2:25][C:26]1[C:27]([C:36]([OH:38])=O)=[CH:28][C:29]2[C:34]([CH:35]=1)=[CH:33][CH:32]=[CH:31][CH:30]=2.[CH3:39][C:40]1([O:45][C@H:46]([CH3:53])[C@@H:47]([C:49]([O:51][CH3:52])=[O:50])[NH2:48])[CH2:44][CH2:43][CH2:42][CH2:41]1.C(N(C(C)C)CC)(C)C.